Dataset: Forward reaction prediction with 1.9M reactions from USPTO patents (1976-2016). Task: Predict the product of the given reaction. (1) The product is: [CH:35]1([O:1][C:2]2[CH:3]=[CH:4][C:5]([N:8]3[C:13](=[O:14])[C:12]([CH2:15][C:16]4[CH:21]=[CH:20][C:19]([C:22]5[C:23]([C:28]#[N:29])=[CH:24][CH:25]=[CH:26][CH:27]=5)=[CH:18][CH:17]=4)=[C:11]([CH2:30][CH2:31][CH3:32])[N:10]=[C:9]3[CH3:33])=[CH:6][CH:7]=2)[CH2:39][CH2:38][CH2:37][CH2:36]1. Given the reactants [OH:1][C:2]1[CH:7]=[CH:6][C:5]([N:8]2[C:13](=[O:14])[C:12]([CH2:15][C:16]3[CH:21]=[CH:20][C:19]([C:22]4[C:23]([C:28]#[N:29])=[CH:24][CH:25]=[CH:26][CH:27]=4)=[CH:18][CH:17]=3)=[C:11]([CH2:30][CH2:31][CH3:32])[N:10]=[C:9]2[CH3:33])=[CH:4][CH:3]=1.Br[CH:35]1[CH2:39][CH2:38][CH2:37][CH2:36]1.C(=O)([O-])[O-].[Cs+].[Cs+].C(OCC)(=O)C, predict the reaction product. (2) Given the reactants [H-].[Na+].[Cl:3][C:4]1[S:8][C:7]([C:9]2[N:13]([C:14]3[CH:19]=[CH:18][C:17]([Cl:20])=[CH:16][C:15]=3[Cl:21])[N:12]=[C:11]([C:22](=[O:31])[CH2:23][C:24]([N:26]3[CH2:30][CH2:29][CH2:28][CH2:27]3)=[O:25])[C:10]=2[CH3:32])=[CH:6][CH:5]=1.[CH3:33]I, predict the reaction product. The product is: [Cl:3][C:4]1[S:8][C:7]([C:9]2[N:13]([C:14]3[CH:19]=[CH:18][C:17]([Cl:20])=[CH:16][C:15]=3[Cl:21])[N:12]=[C:11]([C:22](=[O:31])[CH:23]([CH3:33])[C:24]([N:26]3[CH2:27][CH2:28][CH2:29][CH2:30]3)=[O:25])[C:10]=2[CH3:32])=[CH:6][CH:5]=1.